The task is: Regression. Given two drug SMILES strings and cell line genomic features, predict the synergy score measuring deviation from expected non-interaction effect.. This data is from NCI-60 drug combinations with 297,098 pairs across 59 cell lines. Drug 1: C1=CC(=C2C(=C1NCCNCCO)C(=O)C3=C(C=CC(=C3C2=O)O)O)NCCNCCO. Drug 2: C1=NC2=C(N1)C(=S)N=CN2. Cell line: MALME-3M. Synergy scores: CSS=20.2, Synergy_ZIP=-13.8, Synergy_Bliss=-8.30, Synergy_Loewe=-7.30, Synergy_HSA=-5.39.